From a dataset of Experimentally validated miRNA-target interactions with 360,000+ pairs, plus equal number of negative samples. Binary Classification. Given a miRNA mature sequence and a target amino acid sequence, predict their likelihood of interaction. (1) The miRNA is hsa-miR-6804-5p with sequence UGAGGGUGUCAGCAGGUGACG. The protein sequence of the target gene is MIMSSYLMDSNYIDPKFPPCEEYSQNSYIPEHSPEYYGRTRESGFQHHHQELYPPPPPRPSYPERQYSCTSLQGPGNSRAHGPAQAGHHHPEKSQPLCEPAPLSGTSASPSPAPPACSQPAPDHPSSAASKQPIVYPWMKKIHVSTVNPNYNGGEPKRSRTAYTRQQVLELEKEFHYNRYLTRRRRIEIAHSLCLSERQIKIWFQNRRMKWKKDHRLPNTKVRSAPPAGAAPSTLSAATPGTSEDHSQSATPPEQQRAEDITRL. Result: 0 (no interaction). (2) The miRNA is hsa-miR-1200 with sequence CUCCUGAGCCAUUCUGAGCCUC. The protein sequence of the target gene is MGVLASALCWLLCVWLPWGEQAAESLRVQRLGERVVDSGRSGARGMRNVKGMRNGPAQTRVSSSSSHQEATLAMGDKATVVGGQQAEAPDSVAMSSWERRLHRAKCAPSYLFSCFNGGECVHPAFCDCRRFNATGPRCQMVYNAGPERDSICRAWGQHHVETFDGLYYYLSGKGSYTLVGRHEPEGQSFSIQVHNDPQCGSSPYTCSRAVSLFFVGEQEIHLAKEVTHGGMRVQLPHVMGSARLQQLAGYVIVRHQSAFTLAWDGASAVYIKMSPELLGWTHGLCGNNNADPKDDLVTSS.... Result: 1 (interaction). (3) The miRNA is hsa-miR-1269a with sequence CUGGACUGAGCCGUGCUACUGG. The protein sequence of the target gene is MSFVAYEELIKEGDTAILSLGHGAMVAVRVQRGAQTQTRHGVLRHSVDLIGRPFGSKVTCGRGGWVYVLHPTPELWTLNLPHRTQILYSTDIALITMMLELRPGSVVCESGTGSGSVSHAIIRTIAPTGHLHTVEFHQQRAEKAREEFQEHRVGRWVTVRTQDVCRSGFGVSHVADAVFLDIPSPWEAVGHAWDALKVEGGRFCSFSPCIEQVQRTCQALAARGFSELSTLEVLPQVYNVRTVSLPPPDLGTGTDGPAGSDTSPFRSGTPMKEAVGHTGYLTFATKTPG. Result: 0 (no interaction).